This data is from NCI-60 drug combinations with 297,098 pairs across 59 cell lines. The task is: Regression. Given two drug SMILES strings and cell line genomic features, predict the synergy score measuring deviation from expected non-interaction effect. Drug 1: C1CCN(CC1)CCOC2=CC=C(C=C2)C(=O)C3=C(SC4=C3C=CC(=C4)O)C5=CC=C(C=C5)O. Drug 2: C#CCC(CC1=CN=C2C(=N1)C(=NC(=N2)N)N)C3=CC=C(C=C3)C(=O)NC(CCC(=O)O)C(=O)O. Cell line: KM12. Synergy scores: CSS=-11.3, Synergy_ZIP=2.31, Synergy_Bliss=-0.502, Synergy_Loewe=-10.3, Synergy_HSA=-9.63.